From a dataset of Full USPTO retrosynthesis dataset with 1.9M reactions from patents (1976-2016). Predict the reactants needed to synthesize the given product. Given the product [CH3:21][O:22][C:23]1[CH:24]=[C:25]2[C:30](=[CH:31][CH:32]=1)[C:29]([C:2]1[CH:7]=[N:6][C:5]([O:8][CH2:9][CH2:10][N:11]3[CH2:15][CH2:14][CH2:13][CH2:12]3)=[CH:4][CH:3]=1)([OH:33])[CH2:28][CH2:27][CH2:26]2, predict the reactants needed to synthesize it. The reactants are: Br[C:2]1[CH:3]=[CH:4][C:5]([O:8][CH2:9][CH2:10][N:11]2[CH2:15][CH2:14][CH2:13][CH2:12]2)=[N:6][CH:7]=1.[Li]CCCC.[CH3:21][O:22][C:23]1[CH:24]=[C:25]2[C:30](=[CH:31][CH:32]=1)[C:29](=[O:33])[CH2:28][CH2:27][CH2:26]2.C([O-])(O)=O.[Na+].